From a dataset of Full USPTO retrosynthesis dataset with 1.9M reactions from patents (1976-2016). Predict the reactants needed to synthesize the given product. (1) Given the product [O:21]=[C:20]1[C:4]2[C:5]3[C:6](=[C:7]([C:11]4[CH:12]=[CH:13][CH:14]=[CH:15][CH:16]=4)[NH:8][C:9]=3[CH:10]=[C:2]([NH:1][C:22](=[O:29])[C:23]3[CH:28]=[CH:27][CH:26]=[N:25][CH:24]=3)[CH:3]=2)[CH:17]=[N:18][NH:19]1, predict the reactants needed to synthesize it. The reactants are: [NH2:1][C:2]1[CH:3]=[C:4]2[C:20](=[O:21])[NH:19][N:18]=[CH:17][C:6]3=[C:7]([C:11]4[CH:16]=[CH:15][CH:14]=[CH:13][CH:12]=4)[NH:8][C:9]([CH:10]=1)=[C:5]23.[C:22](O)(=[O:29])[C:23]1[CH:28]=[CH:27][CH:26]=[N:25][CH:24]=1.C(N(CC)CC)C.F[P-](F)(F)(F)(F)F.N1(OC(N(C)C)=[N+](C)C)C2N=CC=CC=2N=N1. (2) Given the product [OH:25][CH2:24][CH2:26][NH:27][C:20]([C:17]1[S:16][C:15]([CH2:14][CH2:13][C:12]2[C:8]([C:5]3[CH:4]=[CH:3][C:2]([F:1])=[CH:7][N:6]=3)=[N:9][O:10][C:11]=2[CH3:23])=[N:19][CH:18]=1)=[O:22], predict the reactants needed to synthesize it. The reactants are: [F:1][C:2]1[CH:3]=[CH:4][C:5]([C:8]2[C:12]([CH2:13][CH2:14][C:15]3[S:16][C:17]([C:20]([OH:22])=O)=[CH:18][N:19]=3)=[C:11]([CH3:23])[O:10][N:9]=2)=[N:6][CH:7]=1.[CH2:24]([CH2:26][NH2:27])[OH:25].